Predict the reaction yield, written as a fraction of the theoretical maximum amount of product (1.0 means a 100% yield; for example, 0.34 means a 34% yield). From a dataset of Reaction yield outcomes from USPTO patents with 853,638 reactions. (1) The reactants are [CH2:1]([O:8][C:9]1[CH:10]=[C:11]2[C:16](=[CH:17][CH:18]=1)[C:15](=[O:19])[N:14]([CH2:20][CH:21]([CH3:23])[CH3:22])[C:13]([CH2:24]O)=[C:12]2[C:26]1[CH:31]=[CH:30][CH:29]=[C:28]([F:32])[CH:27]=1)[C:2]1[CH:7]=[CH:6][CH:5]=[CH:4][CH:3]=1.S(Cl)([Cl:35])=O.C(=O)([O-])O.[Na+]. The catalyst is C1(C)C=CC=CC=1. The product is [CH2:1]([O:8][C:9]1[CH:10]=[C:11]2[C:16](=[CH:17][CH:18]=1)[C:15](=[O:19])[N:14]([CH2:20][CH:21]([CH3:23])[CH3:22])[C:13]([CH2:24][Cl:35])=[C:12]2[C:26]1[CH:31]=[CH:30][CH:29]=[C:28]([F:32])[CH:27]=1)[C:2]1[CH:7]=[CH:6][CH:5]=[CH:4][CH:3]=1. The yield is 0.918. (2) The reactants are [CH2:1]([N:4]1[CH2:9][CH2:8][N:7]([C:10]2[CH:15]=[CH:14][C:13]([C:16](=[O:18])[CH3:17])=[CH:12][CH:11]=2)[CH2:6][CH2:5]1)[CH2:2][CH3:3].[OH-:19].[Na+]. The catalyst is CO. The product is [CH2:3]([O:19][C:10]1[CH:15]=[CH:14][C:13](/[CH:16]=[CH:17]/[C:16]([C:13]2[CH:14]=[CH:15][C:10]([N:7]3[CH2:8][CH2:9][N:4]([CH2:1][CH2:2][CH3:3])[CH2:5][CH2:6]3)=[CH:11][CH:12]=2)=[O:18])=[CH:12][CH:11]=1)[C:2]#[CH:1]. The yield is 0.764. (3) The reactants are Br[C:2]1[S:3][CH:4]=[CH:5][N:6]=1.C([Mg]Cl)(C)C.[CH3:12][C:13]([CH3:15])=[O:14]. The catalyst is C1COCC1. The product is [S:3]1[CH:4]=[CH:5][N:6]=[C:2]1[C:13]([OH:14])([CH3:15])[CH3:12]. The yield is 0.860. (4) The reactants are [Cl:1][C:2]1[C:11]2[C:6](=[CH:7][C:8]([O:14][CH2:15][CH2:16][CH2:17][N:18]3[CH2:22][CH2:21][CH2:20][CH2:19]3)=[C:9]([C:12]#[N:13])[CH:10]=2)[N:5]=[CH:4][CH:3]=1.ClC1C2C(=CC(O)=C(C#N)C=2)[N:27]=[CH:26]C=1.OCCCN1CCN(C)CC1. No catalyst specified. The product is [Cl:1][C:2]1[C:11]2[C:6](=[CH:7][C:8]([O:14][CH2:15][CH2:16][CH2:17][N:18]3[CH2:22][CH2:21][N:27]([CH3:26])[CH2:20][CH2:19]3)=[C:9]([C:12]#[N:13])[CH:10]=2)[N:5]=[CH:4][CH:3]=1. The yield is 0.900. (5) The reactants are [C:1]([O:4][C@@H:5]1[C@@H:18]([O:19][C:20](=[O:22])[CH3:21])[C@H:17]([O:23][C:24](=[O:26])[CH3:25])[CH2:16][S:15][C@H:6]1[O:7][C:8]1[CH:13]=[CH:12][CH:11]=[C:10](I)[CH:9]=1)(=[O:3])[CH3:2].[CH3:27][O:28][C:29]1[C:34](B(O)O)=[CH:33][CH:32]=[CH:31][N:30]=1. No catalyst specified. The product is [C:1]([O:4][C@@H:5]1[C@@H:18]([O:19][C:20](=[O:22])[CH3:21])[C@H:17]([O:23][C:24](=[O:26])[CH3:25])[CH2:16][S:15][C@H:6]1[O:7][C:8]1[CH:13]=[CH:12][CH:11]=[C:10]([C:34]2[C:29]([O:28][CH3:27])=[N:30][CH:31]=[CH:32][CH:33]=2)[CH:9]=1)(=[O:3])[CH3:2]. The yield is 0.660. (6) The reactants are FC(F)(F)C(O)=O.C(OC(=O)[NH:14][CH:15]1[CH2:20][CH2:19][N:18]([CH2:21][CH2:22][S:23][C:24]2[CH:25]=[N:26][C:27]3[C:32]([CH:33]=2)=[CH:31][C:30]([O:34][CH3:35])=[CH:29][CH:28]=3)[CH2:17][CH2:16]1)(C)(C)C. The catalyst is ClCCl. The product is [CH3:35][O:34][C:30]1[CH:31]=[C:32]2[C:27](=[CH:28][CH:29]=1)[N:26]=[CH:25][C:24]([S:23][CH2:22][CH2:21][N:18]1[CH2:19][CH2:20][CH:15]([NH2:14])[CH2:16][CH2:17]1)=[CH:33]2. The yield is 0.990. (7) The reactants are [CH:1]1([CH2:4][O:5][C:6](=[O:24])[CH:7]([C:12]2[CH:17]=[CH:16][C:15]([NH2:18])=[C:14]([O:19][CH2:20][CH:21]3[CH2:23][CH2:22]3)[CH:13]=2)[CH2:8][CH:9]([CH3:11])[CH3:10])[CH2:3][CH2:2]1.[Cl:25]N1C(=O)CCC1=O.C(=O)([O-])[O-].[K+].[K+]. The catalyst is C(Cl)(Cl)Cl. The product is [CH:1]1([CH2:4][O:5][C:6](=[O:24])[CH:7]([C:12]2[CH:13]=[C:14]([O:19][CH2:20][CH:21]3[CH2:23][CH2:22]3)[C:15]([NH2:18])=[C:16]([Cl:25])[CH:17]=2)[CH2:8][CH:9]([CH3:11])[CH3:10])[CH2:3][CH2:2]1. The yield is 0.360. (8) The reactants are [CH3:1][NH:2][CH2:3][C:4]1[CH:12]=[CH:11][CH:10]=[C:9]2[C:5]=1[CH:6]=[CH:7][N:8]2[CH3:13].Cl.[O:15]=[C:16]1[NH:25][C:24]2[N:23]=[CH:22][C:21]([CH:26]=[CH:27][C:28](O)=[O:29])=[CH:20][C:19]=2[CH2:18][CH2:17]1.C1C=CC2N(O)N=NC=2C=1.CCN(C(C)C)C(C)C.CCN=C=NCCCN(C)C.Cl. The catalyst is CN(C=O)C.O. The product is [CH3:1][N:2]([CH2:3][C:4]1[CH:12]=[CH:11][CH:10]=[C:9]2[C:5]=1[CH:6]=[CH:7][N:8]2[CH3:13])[C:28](=[O:29])/[CH:27]=[CH:26]/[C:21]1[CH:22]=[N:23][C:24]2[NH:25][C:16](=[O:15])[CH2:17][CH2:18][C:19]=2[CH:20]=1. The yield is 0.360. (9) The catalyst is C(#N)C.C(O)=O. The reactants are [F:1][C:2]1[CH:9]=[C:8]([C:10]2[CH:15]=[CH:14][N:13]=[C:12]3[NH:16][C:17]([C:19]4[CH:20]=[N:21][N:22]([CH:24]5[CH2:29][CH2:28][O:27][CH2:26][CH2:25]5)[CH:23]=4)=[N:18][C:11]=23)[CH:7]=[CH:6][C:3]=1[CH2:4][NH2:5].[C:30]([C:34]1[O:38][C:37]([C:39](O)=[O:40])=[N:36][N:35]=1)([CH3:33])([CH3:32])[CH3:31].C(N(C(C)C)C(C)C)C. The yield is 0.160. The product is [F:1][C:2]1[CH:9]=[C:8]([C:10]2[CH:15]=[CH:14][N:13]=[C:12]3[NH:16][C:17]([C:19]4[CH:20]=[N:21][N:22]([CH:24]5[CH2:29][CH2:28][O:27][CH2:26][CH2:25]5)[CH:23]=4)=[N:18][C:11]=23)[CH:7]=[CH:6][C:3]=1[CH2:4][NH:5][C:39]([C:37]1[O:38][C:34]([C:30]([CH3:33])([CH3:32])[CH3:31])=[N:35][N:36]=1)=[O:40]. (10) The reactants are [CH:1]([C:4]1[C:8]([CH2:9][CH2:10][CH2:11][OH:12])=[CH:7][N:6]([C:13]2[CH:18]=[CH:17][C:16]([CH3:19])=[CH:15][N:14]=2)[N:5]=1)([CH3:3])[CH3:2].O[C:21]1[C:26]([O:27][CH3:28])=[CH:25][CH:24]=[CH:23][C:22]=1[CH2:29][C:30]([O:32]C)=[O:31].C(P(CCCC)CCCC)CCC.N(C(N1CCCCC1)=O)=NC(N1CCCCC1)=O. The catalyst is O1CCCC1. The product is [CH3:28][O:27][C:26]1[C:21]([O:12][CH2:11][CH2:10][CH2:9][C:8]2[C:4]([CH:1]([CH3:2])[CH3:3])=[N:5][N:6]([C:13]3[CH:18]=[CH:17][C:16]([CH3:19])=[CH:15][N:14]=3)[CH:7]=2)=[C:22]([CH2:29][C:30]([OH:32])=[O:31])[CH:23]=[CH:24][CH:25]=1. The yield is 0.720.